This data is from Peptide-MHC class I binding affinity with 185,985 pairs from IEDB/IMGT. The task is: Regression. Given a peptide amino acid sequence and an MHC pseudo amino acid sequence, predict their binding affinity value. This is MHC class I binding data. (1) The peptide sequence is REPETTVVL. The MHC is HLA-B40:02 with pseudo-sequence HLA-B40:02. The binding affinity (normalized) is 0.581. (2) The peptide sequence is SSALSEVEM. The MHC is Mamu-A01 with pseudo-sequence Mamu-A01. The binding affinity (normalized) is 0.222. (3) The peptide sequence is SPKTPDYPLI. The MHC is HLA-B54:01 with pseudo-sequence HLA-B54:01. The binding affinity (normalized) is 0.173. (4) The peptide sequence is EHGIVIRAF. The MHC is HLA-B27:05 with pseudo-sequence HLA-B27:05. The binding affinity (normalized) is 0.0847. (5) The peptide sequence is PLESDAVECL. The MHC is HLA-A68:02 with pseudo-sequence HLA-A68:02. The binding affinity (normalized) is 0. (6) The peptide sequence is YRRGTFVGR. The MHC is HLA-B27:05 with pseudo-sequence HLA-B27:05. The binding affinity (normalized) is 0.416. (7) The peptide sequence is SKQNLDSISI. The MHC is H-2-Db with pseudo-sequence H-2-Db. The binding affinity (normalized) is 0. (8) The peptide sequence is AALEGLSGF. The MHC is HLA-A26:01 with pseudo-sequence HLA-A26:01. The binding affinity (normalized) is 0.0847. (9) The peptide sequence is YIIGLLNTI. The MHC is H-2-Kb with pseudo-sequence H-2-Kb. The binding affinity (normalized) is 0.609. (10) The peptide sequence is TRYPLTFGW. The MHC is HLA-B44:03 with pseudo-sequence HLA-B44:03. The binding affinity (normalized) is 0.